Dataset: NCI-60 drug combinations with 297,098 pairs across 59 cell lines. Task: Regression. Given two drug SMILES strings and cell line genomic features, predict the synergy score measuring deviation from expected non-interaction effect. (1) Drug 1: CCC1(CC2CC(C3=C(CCN(C2)C1)C4=CC=CC=C4N3)(C5=C(C=C6C(=C5)C78CCN9C7C(C=CC9)(C(C(C8N6C=O)(C(=O)OC)O)OC(=O)C)CC)OC)C(=O)OC)O.OS(=O)(=O)O. Drug 2: C1=NC2=C(N=C(N=C2N1C3C(C(C(O3)CO)O)O)F)N. Cell line: ACHN. Synergy scores: CSS=12.4, Synergy_ZIP=-5.14, Synergy_Bliss=-1.77, Synergy_Loewe=-2.17, Synergy_HSA=-1.79. (2) Drug 2: COC1=C2C(=CC3=C1OC=C3)C=CC(=O)O2. Cell line: CAKI-1. Synergy scores: CSS=-6.19, Synergy_ZIP=0.394, Synergy_Bliss=-7.08, Synergy_Loewe=-7.08, Synergy_HSA=-9.26. Drug 1: CCCCCOC(=O)NC1=NC(=O)N(C=C1F)C2C(C(C(O2)C)O)O.